From a dataset of Peptide-MHC class I binding affinity with 185,985 pairs from IEDB/IMGT. Regression. Given a peptide amino acid sequence and an MHC pseudo amino acid sequence, predict their binding affinity value. This is MHC class I binding data. (1) The peptide sequence is CPTLKKGFL. The MHC is HLA-A68:02 with pseudo-sequence HLA-A68:02. The binding affinity (normalized) is 0.0847. (2) The peptide sequence is QLQCHQIAI. The MHC is HLA-A01:01 with pseudo-sequence HLA-A01:01. The binding affinity (normalized) is 0.0847. (3) The peptide sequence is RKSGKKVIQL. The MHC is HLA-B08:01 with pseudo-sequence HLA-B08:01. The binding affinity (normalized) is 0.472. (4) The peptide sequence is TLYICDKQSH. The MHC is HLA-A31:01 with pseudo-sequence HLA-A31:01. The binding affinity (normalized) is 0.0346.